From a dataset of Catalyst prediction with 721,799 reactions and 888 catalyst types from USPTO. Predict which catalyst facilitates the given reaction. The catalyst class is: 64. Product: [C:42]([CH2:43][CH2:44][C:45]([NH:1][CH2:2][C@:3]12[CH2:37][CH2:36][C@@H:35]([C:38]([CH3:40])=[CH2:39])[C@@H:4]1[C@@H:5]1[C@@:18]([CH3:21])([CH2:19][CH2:20]2)[C@@:17]2([CH3:22])[C@@H:8]([C@:9]3([CH3:34])[C@@H:14]([CH2:15][CH2:16]2)[C:13]([CH3:24])([CH3:23])[C:12]([C:25]2[CH:33]=[CH:32][C:28]([C:29]([OH:31])=[O:30])=[CH:27][CH:26]=2)=[CH:11][CH2:10]3)[CH2:7][CH2:6]1)=[O:46])([OH:47])=[O:41]. Reactant: [NH2:1][CH2:2][C@:3]12[CH2:37][CH2:36][C@@H:35]([C:38]([CH3:40])=[CH2:39])[C@@H:4]1[C@@H:5]1[C@@:18]([CH3:21])([CH2:19][CH2:20]2)[C@@:17]2([CH3:22])[C@@H:8]([C@:9]3([CH3:34])[C@@H:14]([CH2:15][CH2:16]2)[C:13]([CH3:24])([CH3:23])[C:12]([C:25]2[CH:33]=[CH:32][C:28]([C:29]([OH:31])=[O:30])=[CH:27][CH:26]=2)=[CH:11][CH2:10]3)[CH2:7][CH2:6]1.[O:41]1[C:45](=[O:46])[CH2:44][CH2:43][C:42]1=[O:47].CCN(C(C)C)C(C)C.